This data is from Forward reaction prediction with 1.9M reactions from USPTO patents (1976-2016). The task is: Predict the product of the given reaction. (1) Given the reactants Cl[C:2]1[N:7]=[C:6]([N:8]2[CH2:13][CH2:12][O:11][CH2:10][C@H:9]2[CH3:14])[CH:5]=[C:4]([C:15]2([S:21]([CH:24]3[CH2:26][CH2:25]3)(=[O:23])=[O:22])[CH2:20][CH2:19][O:18][CH2:17][CH2:16]2)[N:3]=1.C(=O)([O-])[O-].[Na+].[Na+].[NH:33]1[C:41]2[C:36](=[C:37](B(O)O)[CH:38]=[CH:39][CH:40]=2)[CH:35]=[CH:34]1, predict the reaction product. The product is: [CH:24]1([S:21]([C:15]2([C:4]3[CH:5]=[C:6]([N:8]4[CH2:13][CH2:12][O:11][CH2:10][C@H:9]4[CH3:14])[N:7]=[C:2]([C:37]4[CH:38]=[CH:39][CH:40]=[C:41]5[C:36]=4[CH:35]=[CH:34][NH:33]5)[N:3]=3)[CH2:20][CH2:19][O:18][CH2:17][CH2:16]2)(=[O:23])=[O:22])[CH2:26][CH2:25]1. (2) Given the reactants Br[C:2]1[CH:3]=[CH:4][C:5](/[CH:8]=[CH:9]/[C@H:10]2[C@H:18]([CH3:19])[C:17]([F:21])([F:20])[CH2:16][C@:15]3([C:22]4[CH:26]=[C:25]([C:27]([CH3:30])([CH3:29])[CH3:28])[NH:24][N:23]=4)[C@H:11]2[C@@H:12]([CH3:32])[O:13][C:14]3=[O:31])=[N:6][CH:7]=1.[C:33]([C:35]1[CH:40]=[CH:39][CH:38]=[CH:37][C:36]=1B(O)O)#[N:34].P([O-])([O-])([O-])=O.[K+].[K+].[K+], predict the reaction product. The product is: [C:27]([C:25]1[NH:24][N:23]=[C:22]([C@:15]23[C:14](=[O:31])[O:13][C@H:12]([CH3:32])[C@H:11]2[C@@H:10](/[CH:9]=[CH:8]/[C:5]2[N:6]=[CH:7][C:2]([C:36]4[CH:37]=[CH:38][CH:39]=[CH:40][C:35]=4[C:33]#[N:34])=[CH:3][CH:4]=2)[C@H:18]([CH3:19])[C:17]([F:21])([F:20])[CH2:16]3)[CH:26]=1)([CH3:30])([CH3:29])[CH3:28]. (3) Given the reactants [C:1]([C:4]1[C:5]([NH:20][C:21]2[CH:26]=[CH:25][C:24]([N:27]3[CH2:32][CH2:31][N:30]([C:33]([O:35][C:36]([CH3:39])([CH3:38])[CH3:37])=[O:34])[CH2:29][CH2:28]3)=[CH:23][CH:22]=2)=[N:6][C:7]([O:10][C:11]2[CH:16]=[CH:15][CH:14]=[C:13]([N+:17]([O-:19])=[O:18])[CH:12]=2)=[CH:8][N:9]=1)(=[O:3])[NH2:2].[Cl:40]N1C(=O)CCC1=O, predict the reaction product. The product is: [C:1]([C:4]1[C:5]([NH:20][C:21]2[CH:22]=[CH:23][C:24]([N:27]3[CH2:28][CH2:29][N:30]([C:33]([O:35][C:36]([CH3:39])([CH3:38])[CH3:37])=[O:34])[CH2:31][CH2:32]3)=[C:25]([Cl:40])[CH:26]=2)=[N:6][C:7]([O:10][C:11]2[CH:16]=[CH:15][CH:14]=[C:13]([N+:17]([O-:19])=[O:18])[CH:12]=2)=[CH:8][N:9]=1)(=[O:3])[NH2:2]. (4) Given the reactants [C:1]([O:5][C:6]([N:8]1[CH2:14][CH2:13][C:12]2[S:15][C:16](Br)=[N:17][C:11]=2[CH2:10][CH2:9]1)=[O:7])([CH3:4])([CH3:3])[CH3:2].[CH3:19][O-:20].[Na+], predict the reaction product. The product is: [C:1]([O:5][C:6]([N:8]1[CH2:14][CH2:13][C:12]2[S:15][C:16]([O:20][CH3:19])=[N:17][C:11]=2[CH2:10][CH2:9]1)=[O:7])([CH3:4])([CH3:3])[CH3:2]. (5) Given the reactants [CH2:1]([N:8]1[CH2:13][CH2:12][C@H:11]([N:14]2[CH2:19][CH2:18][NH:17][CH2:16][CH2:15]2)[C@H:10]([C:20]2[CH:25]=[CH:24][C:23]([Cl:26])=[CH:22][CH:21]=2)[CH2:9]1)[C:2]1[CH:7]=[CH:6][CH:5]=[CH:4][CH:3]=1.[CH:27]1[C:39]2[CH:38]([CH2:40][O:41][C:42](Cl)=[O:43])[C:37]3[C:32](=[CH:33][CH:34]=[CH:35][CH:36]=3)[C:31]=2[CH:30]=[CH:29][CH:28]=1, predict the reaction product. The product is: [CH:27]1[C:39]2[CH:38]([CH2:40][O:41][C:42]([N:17]3[CH2:18][CH2:19][N:14]([C@H:11]4[CH2:12][CH2:13][N:8]([CH2:1][C:2]5[CH:7]=[CH:6][CH:5]=[CH:4][CH:3]=5)[CH2:9][C@H:10]4[C:20]4[CH:25]=[CH:24][C:23]([Cl:26])=[CH:22][CH:21]=4)[CH2:15][CH2:16]3)=[O:43])[C:37]3[C:32](=[CH:33][CH:34]=[CH:35][CH:36]=3)[C:31]=2[CH:30]=[CH:29][CH:28]=1.